This data is from Full USPTO retrosynthesis dataset with 1.9M reactions from patents (1976-2016). The task is: Predict the reactants needed to synthesize the given product. (1) Given the product [C:1]([O:5][C:6](=[O:34])[NH:7][CH2:8][C:9]1[CH:14]=[CH:13][C:12]([OH:15])=[CH:11][C:10]=1[F:33])([CH3:4])([CH3:2])[CH3:3], predict the reactants needed to synthesize it. The reactants are: [C:1]([O:5][C:6](=[O:34])[NH:7][CH2:8][C:9]1[CH:14]=[CH:13][C:12]([O:15][Si](C(C)(C)C)(C2C=CC=CC=2)C2C=CC=CC=2)=[CH:11][C:10]=1[F:33])([CH3:4])([CH3:3])[CH3:2].[F-].C([N+](CCCC)(CCCC)CCCC)CCC. (2) Given the product [C:21]([O:24][C:25]([N:14]1[CH2:1][CH:8]([NH2:58])[CH2:13]1)=[O:27])([CH3:23])([CH3:22])[CH3:20], predict the reactants needed to synthesize it. The reactants are: [CH:1]([NH2:14])([C:8]1[CH:13]=CC=CC=1)C1C=CC=CC=1.C([Mg]Br)C=C.[CH3:20][C:21]([O:24][C:25]([O:27]C(OC(C)(C)C)=O)=O)([CH3:23])[CH3:22].C([O-])(O)=O.[Na+].C([O-])([O-])=O.[K+].[K+].CC1C=CC(S(O)(=O)=O)=CC=1.C[N:58](C=O)C.